This data is from Full USPTO retrosynthesis dataset with 1.9M reactions from patents (1976-2016). The task is: Predict the reactants needed to synthesize the given product. (1) Given the product [Cl:6][C:7]1[C:8]([C:20]2[NH:22][O:1][C:23](=[O:24])[N:30]=2)=[N:9][CH:10]=[C:11]([Cl:19])[C:12]=1[O:13][CH2:14][C:15]([F:18])([F:17])[F:16], predict the reactants needed to synthesize it. The reactants are: [O:1]1CCCC1.[Cl:6][C:7]1[C:8]([C:20]([NH2:22])=O)=[N:9][CH:10]=[C:11]([Cl:19])[C:12]=1[O:13][CH2:14][C:15]([F:18])([F:17])[F:16].[C:23]([N:30]1C=CN=C1)(N1C=CN=C1)=[O:24].N12CCCN=C1CCCCC2. (2) Given the product [CH3:36][S:33]([O:1][CH:2]1[CH2:6][CH2:5][CH:4]([O:7][C:8]2[CH:13]=[CH:12][C:11]([N:14]3[C:23](=[O:24])[C:22]4[C:17](=[CH:18][CH:19]=[CH:20][CH:21]=4)[N:16]=[C:15]3[CH3:25])=[CH:10][CH:9]=2)[CH2:3]1)(=[O:35])=[O:34], predict the reactants needed to synthesize it. The reactants are: [OH:1][CH:2]1[CH2:6][CH2:5][CH:4]([O:7][C:8]2[CH:13]=[CH:12][C:11]([N:14]3[C:23](=[O:24])[C:22]4[C:17](=[CH:18][CH:19]=[CH:20][CH:21]=4)[N:16]=[C:15]3[CH3:25])=[CH:10][CH:9]=2)[CH2:3]1.C(N(CC)CC)C.[S:33](Cl)([CH3:36])(=[O:35])=[O:34].O. (3) Given the product [CH2:14]([C:13]1[S:12][C:11]([NH:18][C:24](=[O:25])[C:23]2[CH:22]=[C:21]([O:20][CH3:19])[C:29]([O:30][CH3:31])=[C:28]([O:32][CH3:33])[CH:27]=2)=[N:10][C:9]=1[C:6]1[CH:5]=[CH:4][C:3]([O:2][CH3:1])=[CH:8][CH:7]=1)[CH2:15][CH2:16][CH3:17], predict the reactants needed to synthesize it. The reactants are: [CH3:1][O:2][C:3]1[CH:8]=[CH:7][C:6]([C:9]2[N:10]=[C:11]([NH2:18])[S:12][C:13]=2[CH2:14][CH2:15][CH2:16][CH3:17])=[CH:5][CH:4]=1.[CH3:19][O:20][C:21]1[CH:22]=[C:23]([CH:27]=[C:28]([O:32][CH3:33])[C:29]=1[O:30][CH3:31])[C:24](Cl)=[O:25]. (4) Given the product [F:1][C:2]1[CH:7]=[CH:6][C:5](/[CH:8]=[CH:9]/[C:10]2[CH:11]=[CH:12][C:13]([S:16]([C:19]3[C:24]([CH2:25][NH2:26])=[CH:23][CH:22]=[CH:21][N:20]=3)(=[O:17])=[O:18])=[CH:14][CH:15]=2)=[CH:4][CH:3]=1, predict the reactants needed to synthesize it. The reactants are: [F:1][C:2]1[CH:7]=[CH:6][C:5](/[CH:8]=[CH:9]/[C:10]2[CH:15]=[CH:14][C:13]([S:16]([C:19]3[C:24]([CH2:25][NH:26]S(C(C)C)=O)=[CH:23][CH:22]=[CH:21][N:20]=3)(=[O:18])=[O:17])=[CH:12][CH:11]=2)=[CH:4][CH:3]=1.Cl.